This data is from Catalyst prediction with 721,799 reactions and 888 catalyst types from USPTO. The task is: Predict which catalyst facilitates the given reaction. Reactant: C=O.[C:3]([BH3-])#N.[Na+].[CH3:7][O:8][C:9]1[CH:10]=[C:11]2[C:16](=[CH:17][C:18]=1[O:19][CH2:20][CH:21]1[CH2:26][CH2:25][NH:24][CH2:23][CH2:22]1)[N:15]=[CH:14][N:13]([CH2:27][O:28][C:29](=[O:34])[C:30]([CH3:33])([CH3:32])[CH3:31])[C:12]2=[O:35]. Product: [CH3:7][O:8][C:9]1[CH:10]=[C:11]2[C:16](=[CH:17][C:18]=1[O:19][CH2:20][CH:21]1[CH2:22][CH2:23][N:24]([CH3:3])[CH2:25][CH2:26]1)[N:15]=[CH:14][N:13]([CH2:27][O:28][C:29](=[O:34])[C:30]([CH3:31])([CH3:32])[CH3:33])[C:12]2=[O:35]. The catalyst class is: 36.